This data is from Forward reaction prediction with 1.9M reactions from USPTO patents (1976-2016). The task is: Predict the product of the given reaction. The product is: [Br:3][C:4]1[C:12]2[C:7](=[CH:8][CH:9]=[CH:10][CH:11]=2)[N:6]([CH2:15][CH2:14][O:16][CH2:17][CH3:18])[C:5]=1[CH3:13]. Given the reactants [H-].[Na+].[Br:3][C:4]1[C:12]2[C:7](=[CH:8][CH:9]=[CH:10][CH:11]=2)[NH:6][C:5]=1[CH3:13].[CH2:14]([O:16][CH2:17][CH2:18]Br)[CH3:15].[I-].[Na+], predict the reaction product.